From a dataset of Full USPTO retrosynthesis dataset with 1.9M reactions from patents (1976-2016). Predict the reactants needed to synthesize the given product. (1) Given the product [N:29]1[CH:30]=[C:25]([CH2:24][CH2:23][C:10]2[C:11]([C:13]3[CH:18]=[CH:17][C:16]([C:19]([F:22])([F:20])[F:21])=[CH:15][CH:14]=3)=[CH:12][C:7]([C:6]([OH:31])=[O:5])=[CH:8][N:9]=2)[CH:26]=[N:27][CH:28]=1, predict the reactants needed to synthesize it. The reactants are: [OH-].[Li+].C([O:5][C:6](=[O:31])[C:7]1[CH:12]=[C:11]([C:13]2[CH:18]=[CH:17][C:16]([C:19]([F:22])([F:21])[F:20])=[CH:15][CH:14]=2)[C:10]([CH2:23][CH2:24][C:25]2[CH:26]=[N:27][CH:28]=[N:29][CH:30]=2)=[N:9][CH:8]=1)C.COC(=O)C1C=C(C2C=CC(C(F)(F)F)=CC=2)C(CCC2C=NC=NC=2)=NC=1.Cl.O1CCOCC1. (2) Given the product [CH3:13][C:14]1[CH:35]=[CH:34][CH:33]=[CH:32][C:15]=1[CH2:16][O:17][C:18]1[CH:23]=[CH:22][C:21]([CH:24]([C:29]#[C:30][CH3:31])[CH2:25][C:26]([NH2:4])=[O:27])=[CH:20][CH:19]=1, predict the reactants needed to synthesize it. The reactants are: C(C1NC=CN=1)(C1[NH:4]C=CN=1)=O.[CH3:13][C:14]1[CH:35]=[CH:34][CH:33]=[CH:32][C:15]=1[CH2:16][O:17][C:18]1[CH:23]=[CH:22][C:21]([CH:24]([C:29]#[C:30][CH3:31])[CH2:25][C:26](O)=[O:27])=[CH:20][CH:19]=1.[NH4+].[OH-].Cl. (3) Given the product [NH2:29][C:25]1[O:1][C:2]2[C:10]([CH:18]([C:17]3[CH:16]=[C:15]([O:14][CH3:13])[CH:22]=[C:21]([O:23][CH3:24])[CH:20]=3)[C:26]=1[C:27]#[N:28])=[CH:9][CH:8]=[C:7]1[N:6]([CH2:11][OH:12])[CH:5]=[CH:4][C:3]=21, predict the reactants needed to synthesize it. The reactants are: [OH:1][C:2]1[CH:10]=[CH:9][CH:8]=[C:7]2[C:3]=1[CH:4]=[CH:5][N:6]2[CH2:11][OH:12].[CH3:13][O:14][C:15]1[CH:16]=[C:17]([CH:20]=[C:21]([O:23][CH3:24])[CH:22]=1)[CH:18]=O.[C:25](#[N:29])[CH2:26][C:27]#[N:28]. (4) Given the product [Br:29][C:30]1[N:31]=[C:32]([CH:36]([CH2:37][N+:38]([O-:40])=[O:39])[CH2:20][C:15]2[CH:16]=[C:17]([CH3:19])[CH:18]=[C:13]([N:8]3[C:9]([CH3:12])=[CH:10][CH:11]=[C:7]3[CH3:6])[N:14]=2)[CH:33]=[CH:34][CH:35]=1, predict the reactants needed to synthesize it. The reactants are: [Li]CCCC.[CH3:6][C:7]1[N:8]([C:13]2[CH:18]=[C:17]([CH3:19])[CH:16]=[C:15]([CH2:20]CC3C=CC=C(I)C=3)[N:14]=2)[C:9]([CH3:12])=[CH:10][CH:11]=1.[Br:29][C:30]1[CH:35]=[CH:34][CH:33]=[C:32]([CH:36]=[CH:37][N+:38]([O-:40])=[O:39])[N:31]=1. (5) Given the product [CH3:24][O:23][C:20]([C@@H:19]1[CH2:17][CH2:16][N:15]([C:1]([O:7][C:8]([CH3:9])([CH3:10])[CH3:11])=[O:12])[CH2:18]1)=[O:22], predict the reactants needed to synthesize it. The reactants are: [C:1](=[O:12])([O:7][C:8]([CH3:11])([CH3:10])[CH3:9])OC(C)(C)C.C([N:15]([CH2:18][CH3:19])[CH2:16][CH3:17])C.[C:20]([O:23][CH2:24]C)(=[O:22])C.O. (6) Given the product [C:1]([NH:5][CH2:6][CH:7]([C:27]1[CH:28]=[CH:29][CH:30]=[CH:31][CH:32]=1)[CH:8]([NH:13][C:14](=[O:26])[C:15]1[CH:20]=[CH:19][C:18]([F:21])=[CH:17][C:16]=1[C:22]([F:23])([F:24])[F:25])[C:9](=[O:12])[NH:10][CH3:11])(=[O:3])[CH3:2], predict the reactants needed to synthesize it. The reactants are: [C:1](Cl)(=[O:3])[CH3:2].[NH2:5][CH2:6][CH:7]([C:27]1[CH:32]=[CH:31][CH:30]=[CH:29][CH:28]=1)[CH:8]([NH:13][C:14](=[O:26])[C:15]1[CH:20]=[CH:19][C:18]([F:21])=[CH:17][C:16]=1[C:22]([F:25])([F:24])[F:23])[C:9](=[O:12])[NH:10][CH3:11].C(N(CC)CC)C. (7) Given the product [CH2:24]([C:21]1[CH:20]=[N:19][C:18]([N:15]2[CH2:16][CH2:17][CH:12]([C@H:10]3[CH2:11][C@H:9]3[CH2:8][O:7][CH2:6][C:5]3[CH:26]=[CH:27][C:2]([C:33]4[O:34][CH:35]=[CH:36][N:37]=4)=[CH:3][CH:4]=3)[CH2:13][CH2:14]2)=[N:23][CH:22]=1)[CH3:25], predict the reactants needed to synthesize it. The reactants are: Br[C:2]1[CH:27]=[CH:26][C:5]([CH2:6][O:7][CH2:8][C@@H:9]2[CH2:11][C@@H:10]2[CH:12]2[CH2:17][CH2:16][N:15]([C:18]3[N:23]=[CH:22][C:21]([CH2:24][CH3:25])=[CH:20][N:19]=3)[CH2:14][CH2:13]2)=[CH:4][CH:3]=1.C([Sn](CCCC)(CCCC)[C:33]1[O:34][CH:35]=[CH:36][N:37]=1)CCC. (8) Given the product [F:35][C:3]1[CH:4]=[CH:5][C:6]2[N:10]=[C:9]([CH:11]([NH:13][C:14]3[N:22]=[CH:21][N:20]=[C:19]4[C:15]=3[N:16]=[CH:17][NH:18]4)[CH3:12])[N:8]([C:29]3[CH:34]=[CH:33][CH:32]=[CH:31][CH:30]=3)[C:7]=2[C:2]=1[OH:66], predict the reactants needed to synthesize it. The reactants are: Br[C:2]1[C:7]2[N:8]([C:29]3[CH:34]=[CH:33][CH:32]=[CH:31][CH:30]=3)[C:9]([C@@H:11]([NH:13][C:14]3[N:22]=[CH:21][N:20]=[C:19]4[C:15]=3[N:16]=[CH:17][N:18]4C3CCCCO3)[CH3:12])=[N:10][C:6]=2[CH:5]=[CH:4][C:3]=1[F:35].C(P(C(C)(C)C)C1C=CC=CC=1C1C(C(C)C)=CC(C(C)C)=CC=1C(C)C)(C)(C)C.[OH-:66].[K+]. (9) Given the product [CH3:1][C:2]1[C:3]2[N:4]([C:8]([C:11]3[C:16]([C:17]#[N:18])=[CH:15][N:14]=[CH:13][N:12]=3)=[CH:9][N:10]=2)[CH:5]=[CH:6][CH:7]=1, predict the reactants needed to synthesize it. The reactants are: [CH3:1][C:2]1[C:3]2[N:4]([C:8]([C:11]3[C:16]([C:17]#[N:18])=[CH:15][N:14]=[C:13](SC)[N:12]=3)=[CH:9][N:10]=2)[CH:5]=[CH:6][CH:7]=1.ClC1C=CC=C(C(OO)=O)C=1.C(=O)([O-])O.[Na+]. (10) Given the product [CH2:20]([O:27][C:28]1[CH:33]=[CH:32][C:31]([NH:34][C:35]([NH:48][CH2:47][C:46]([CH3:50])([CH3:49])[CH2:45][N:44]([CH3:51])[CH3:43])=[N:37][CH2:38][CH2:39][CH:40]([CH3:42])[CH3:41])=[CH:30][CH:29]=1)[C:21]1[CH:26]=[CH:25][CH:24]=[CH:23][CH:22]=1, predict the reactants needed to synthesize it. The reactants are: [Mn]([O-])(=O)(=O)=O.C([N+](CC)(CC)CC)C1C=CC=CC=1.[CH2:20]([O:27][C:28]1[CH:33]=[CH:32][C:31]([NH:34][C:35]([NH:37][CH2:38][CH2:39][CH:40]([CH3:42])[CH3:41])=S)=[CH:30][CH:29]=1)[C:21]1[CH:26]=[CH:25][CH:24]=[CH:23][CH:22]=1.[CH3:43][N:44]([CH3:51])[CH2:45][C:46]([CH3:50])([CH3:49])[CH2:47][NH2:48].